Dataset: Forward reaction prediction with 1.9M reactions from USPTO patents (1976-2016). Task: Predict the product of the given reaction. (1) Given the reactants [Cl:1][C:2]1[CH:12]=[C:11]([NH:13][CH3:14])[C:5]([C:6](OCC)=[O:7])=[CH:4][N:3]=1.[H-].[H-].[H-].[H-].[Li+].[Al+3].N#N, predict the reaction product. The product is: [Cl:1][C:2]1[N:3]=[CH:4][C:5]([CH2:6][OH:7])=[C:11]([NH:13][CH3:14])[CH:12]=1. (2) Given the reactants [I:1][C:2]1[CH:3]=[C:4]([CH:9]=[CH:10][C:11]=1[CH3:12])[C:5]([O:7][CH3:8])=[O:6].C1C(=O)N([Br:20])C(=O)C1.N(C(C)(C)C#N)=NC(C)(C)C#N.C(=O)([O-])[O-].[K+].[K+], predict the reaction product. The product is: [Br:20][CH2:12][C:11]1[CH:10]=[CH:9][C:4]([C:5]([O:7][CH3:8])=[O:6])=[CH:3][C:2]=1[I:1]. (3) The product is: [CH2:14]([N:3]([CH2:1][CH3:2])[C:4](=[O:13])[C:5]1[CH:10]=[CH:9][CH:8]=[CH:7][C:6]=1[C:21]1[CH:22]=[CH:23][C:18]([O:17][CH3:16])=[CH:19][CH:20]=1)[CH3:15]. Given the reactants [CH2:1]([N:3]([CH2:14][CH3:15])[C:4](=[O:13])[C:5]1[CH:10]=[CH:9][CH:8]=[CH:7][C:6]=1OC)[CH3:2].[CH3:16][O:17][C:18]1[CH:23]=[CH:22][C:21](B2OCC(C)(C)CO2)=[CH:20][CH:19]=1, predict the reaction product. (4) Given the reactants Cl[C:2]1[C:7]2[C:8]([C:11]3[CH:16]=[CH:15][CH:14]=[CH:13][CH:12]=3)=[N:9][O:10][C:6]=2[CH:5]=[N:4][N:3]=1.[NH2:17][CH2:18][CH:19]1[CH2:24][CH2:23][N:22]([C:25]([O:27][C:28]([CH3:31])([CH3:30])[CH3:29])=[O:26])[CH2:21][CH2:20]1.C(N(CC)CC)C, predict the reaction product. The product is: [C:11]1([C:8]2[C:7]3[C:2]([NH:17][CH2:18][CH:19]4[CH2:24][CH2:23][N:22]([C:25]([O:27][C:28]([CH3:31])([CH3:30])[CH3:29])=[O:26])[CH2:21][CH2:20]4)=[N:3][N:4]=[CH:5][C:6]=3[O:10][N:9]=2)[CH:16]=[CH:15][CH:14]=[CH:13][CH:12]=1. (5) Given the reactants [NH:1]1[C:5]2[CH:6]=[CH:7][CH:8]=[CH:9][C:4]=2[N:3]=[C:2]1[S:10]([CH2:13][CH2:14][CH2:15][CH2:16][NH:17][CH2:18][C:19]1[C:24]([CH3:25])=[CH:23][C:22]([CH3:26])=[CH:21][N:20]=1)(=[O:12])=[O:11].[C:27]1([CH:37]=O)[C:36]2[C:31](=[CH:32][CH:33]=[CH:34][CH:35]=2)[CH:30]=[CH:29][N:28]=1.[BH-](OC(C)=O)(OC(C)=O)OC(C)=O.[Na+], predict the reaction product. The product is: [NH:1]1[C:5]2[CH:6]=[CH:7][CH:8]=[CH:9][C:4]=2[N:3]=[C:2]1[S:10]([CH2:13][CH2:14][CH2:15][CH2:16][N:17]([CH2:18][C:19]1[C:24]([CH3:25])=[CH:23][C:22]([CH3:26])=[CH:21][N:20]=1)[CH2:37][C:27]1[C:36]2[C:31](=[CH:32][CH:33]=[CH:34][CH:35]=2)[CH:30]=[CH:29][N:28]=1)(=[O:12])=[O:11]. (6) Given the reactants [CH3:1][O:2][C:3]1[CH:8]=[C:7]([O:9][CH3:10])[CH:6]=[C:5]([O:11][CH3:12])[C:4]=1[CH2:13][CH2:14][NH2:15].[CH3:16][O:17][C:18]1[CH:26]=[CH:25][C:21]([C:22](O)=[O:23])=[CH:20][CH:19]=1, predict the reaction product. The product is: [CH3:16][O:17][C:18]1[CH:26]=[CH:25][C:21]([C:22]([NH:15][CH2:14][CH2:13][C:4]2[C:5]([O:11][CH3:12])=[CH:6][C:7]([O:9][CH3:10])=[CH:8][C:3]=2[O:2][CH3:1])=[O:23])=[CH:20][CH:19]=1.